From a dataset of NCI-60 drug combinations with 297,098 pairs across 59 cell lines. Regression. Given two drug SMILES strings and cell line genomic features, predict the synergy score measuring deviation from expected non-interaction effect. (1) Drug 1: C1=CC=C(C(=C1)C(C2=CC=C(C=C2)Cl)C(Cl)Cl)Cl. Drug 2: CC12CCC3C(C1CCC2O)C(CC4=C3C=CC(=C4)O)CCCCCCCCCS(=O)CCCC(C(F)(F)F)(F)F. Cell line: OVCAR-5. Synergy scores: CSS=-4.73, Synergy_ZIP=1.09, Synergy_Bliss=-4.51, Synergy_Loewe=-2.13, Synergy_HSA=-6.94. (2) Drug 2: C1=NC2=C(N1)C(=S)N=CN2. Drug 1: CC1=C2C(C(=O)C3(C(CC4C(C3C(C(C2(C)C)(CC1OC(=O)C(C(C5=CC=CC=C5)NC(=O)OC(C)(C)C)O)O)OC(=O)C6=CC=CC=C6)(CO4)OC(=O)C)O)C)O. Synergy scores: CSS=78.1, Synergy_ZIP=2.39, Synergy_Bliss=9.82, Synergy_Loewe=-28.9, Synergy_HSA=-1.34. Cell line: RPMI-8226. (3) Drug 1: C1=CC(=CC=C1C#N)C(C2=CC=C(C=C2)C#N)N3C=NC=N3. Drug 2: CNC(=O)C1=NC=CC(=C1)OC2=CC=C(C=C2)NC(=O)NC3=CC(=C(C=C3)Cl)C(F)(F)F. Cell line: HOP-92. Synergy scores: CSS=-6.88, Synergy_ZIP=2.58, Synergy_Bliss=0.957, Synergy_Loewe=-4.71, Synergy_HSA=-5.30. (4) Drug 1: CS(=O)(=O)C1=CC(=C(C=C1)C(=O)NC2=CC(=C(C=C2)Cl)C3=CC=CC=N3)Cl. Drug 2: C1CCC(C1)C(CC#N)N2C=C(C=N2)C3=C4C=CNC4=NC=N3. Cell line: COLO 205. Synergy scores: CSS=-10.7, Synergy_ZIP=7.00, Synergy_Bliss=5.58, Synergy_Loewe=-6.15, Synergy_HSA=-4.82. (5) Drug 1: CN(CC1=CN=C2C(=N1)C(=NC(=N2)N)N)C3=CC=C(C=C3)C(=O)NC(CCC(=O)O)C(=O)O. Drug 2: C1C(C(OC1N2C=C(C(=O)NC2=O)F)CO)O. Cell line: SK-MEL-28. Synergy scores: CSS=-0.887, Synergy_ZIP=-6.59, Synergy_Bliss=-7.04, Synergy_Loewe=-9.80, Synergy_HSA=-9.31. (6) Drug 1: CN(C)N=NC1=C(NC=N1)C(=O)N. Drug 2: CC12CCC3C(C1CCC2OP(=O)(O)O)CCC4=C3C=CC(=C4)OC(=O)N(CCCl)CCCl.[Na+]. Cell line: UO-31. Synergy scores: CSS=16.2, Synergy_ZIP=-8.93, Synergy_Bliss=-13.7, Synergy_Loewe=-12.3, Synergy_HSA=-11.6.